From a dataset of Full USPTO retrosynthesis dataset with 1.9M reactions from patents (1976-2016). Predict the reactants needed to synthesize the given product. (1) Given the product [OH:31][CH:30]=[C:10]1[C:9]2[C:4](=[CH:5][C:6]([C:11]([C:13]3[CH:14]=[C:15]([NH:19][C:20]([C:22]4[C:23]([CH3:29])=[N:24][N:25]([CH3:28])[C:26]=4[Cl:27])=[O:21])[CH:16]=[CH:17][CH:18]=3)=[O:12])=[CH:7][CH:8]=2)[NH:3][C:2]1=[O:1], predict the reactants needed to synthesize it. The reactants are: [O:1]=[C:2]1[CH2:10][C:9]2[C:4](=[CH:5][C:6]([C:11]([C:13]3[CH:14]=[C:15]([NH:19][C:20]([C:22]4[C:23]([CH3:29])=[N:24][N:25]([CH3:28])[C:26]=4[Cl:27])=[O:21])[CH:16]=[CH:17][CH:18]=3)=[O:12])=[CH:7][CH:8]=2)[NH:3]1.[CH:30](OCC)=[O:31].[O-]CC.[Na+].Cl. (2) Given the product [CH3:11][C:9]1[CH:8]=[CH:7][C:3]2[C:4]([OH:5])=[N:14][CH:12]=[N:1][C:2]=2[N:10]=1, predict the reactants needed to synthesize it. The reactants are: [NH2:1][C:2]1[N:10]=[C:9]([CH3:11])[CH:8]=[CH:7][C:3]=1[C:4](O)=[O:5].[CH:12]([NH2:14])=O. (3) Given the product [F:1][C:2]1[CH:7]=[CH:6][C:5]([CH2:8][C:9]2[O:10][N:19]=[C:13]([C:14]([O:16][CH2:17][CH3:18])=[O:15])[N:12]=2)=[CH:4][CH:3]=1, predict the reactants needed to synthesize it. The reactants are: [F:1][C:2]1[CH:7]=[CH:6][C:5]([CH2:8][C:9](Cl)=[O:10])=[CH:4][CH:3]=1.[NH2:12][C:13](=[N:19]O)[C:14]([O:16][CH2:17][CH3:18])=[O:15].C(N(CC)C(C)C)(C)C.O.